The task is: Regression. Given a peptide amino acid sequence and an MHC pseudo amino acid sequence, predict their binding affinity value. This is MHC class I binding data.. This data is from Peptide-MHC class I binding affinity with 185,985 pairs from IEDB/IMGT. (1) The peptide sequence is TTAEFTVPK. The MHC is HLA-B35:01 with pseudo-sequence HLA-B35:01. The binding affinity (normalized) is 0.0847. (2) The peptide sequence is MLGEETIKV. The MHC is HLA-B35:01 with pseudo-sequence HLA-B35:01. The binding affinity (normalized) is 0.0847. (3) The peptide sequence is LVAPHMAMM. The MHC is HLA-A31:01 with pseudo-sequence HLA-A31:01. The binding affinity (normalized) is 0.0847.